This data is from Catalyst prediction with 721,799 reactions and 888 catalyst types from USPTO. The task is: Predict which catalyst facilitates the given reaction. (1) Reactant: [CH2:1]([O:3][C:4](=[O:31])[CH2:5][O:6][C:7]1[CH:12]=[CH:11][C:10]([S:13][C:14]2[CH:19]=[C:18]([OH:20])[CH:17]=[C:16]([C:21]#[C:22][C:23]3[CH:28]=[CH:27][C:26]([Cl:29])=[CH:25][CH:24]=3)[CH:15]=2)=[CH:9][C:8]=1[Cl:30])[CH3:2].[CH3:32][N:33]1[CH2:38][CH2:37][CH:36]([CH2:39]O)[CH2:35][CH2:34]1.C(P(CCCC)CCCC)CCC.N(C(N1CCCCC1)=O)=NC(N1CCCCC1)=O. Product: [CH2:1]([O:3][C:4](=[O:31])[CH2:5][O:6][C:7]1[CH:12]=[CH:11][C:10]([S:13][C:14]2[CH:19]=[C:18]([O:20][CH2:39][CH:36]3[CH2:37][CH2:38][N:33]([CH3:32])[CH2:34][CH2:35]3)[CH:17]=[C:16]([C:21]#[C:22][C:23]3[CH:24]=[CH:25][C:26]([Cl:29])=[CH:27][CH:28]=3)[CH:15]=2)=[CH:9][C:8]=1[Cl:30])[CH3:2]. The catalyst class is: 1. (2) Reactant: [CH2:1]([O:8][C:9]1[CH:14]=[CH:13][N:12]([C:15]2[CH:16]=[N:17][C:18](Cl)=[CH:19][CH:20]=2)[C:11](=[O:22])[CH:10]=1)[C:2]1[CH:7]=[CH:6][CH:5]=[CH:4][CH:3]=1.[CH3:23][N:24]([CH3:31])[CH:25]1[CH2:30][CH2:29][NH:28][CH2:27][CH2:26]1.[F-].[Cs+].CCOC(C)=O. Product: [CH2:1]([O:8][C:9]1[CH:14]=[CH:13][N:12]([C:15]2[CH:16]=[N:17][C:18]([N:28]3[CH2:29][CH2:30][CH:25]([N:24]([CH3:31])[CH3:23])[CH2:26][CH2:27]3)=[CH:19][CH:20]=2)[C:11](=[O:22])[CH:10]=1)[C:2]1[CH:7]=[CH:6][CH:5]=[CH:4][CH:3]=1. The catalyst class is: 58. (3) Reactant: [Cl:1][CH2:2][CH2:3][N:4]=[C:5]=[O:6].[CH3:7][C:8]1[CH:16]=[C:15]2[C:11]([CH2:12][CH2:13][CH:14]2[NH2:17])=[CH:10][CH:9]=1. Product: [Cl:1][CH2:2][CH2:3][NH:4][C:5]([NH:17][CH:14]1[C:15]2[C:11](=[CH:10][CH:9]=[C:8]([CH3:7])[CH:16]=2)[CH2:12][CH2:13]1)=[O:6]. The catalyst class is: 25. (4) Reactant: C([O:4][C:5]1[CH:10]=[CH:9][C:8]([C:11]2[S:12][C:13]3[CH2:14][N:15]([C:20](=[O:22])[CH3:21])[CH2:16][CH2:17][C:18]=3[N:19]=2)=[CH:7][C:6]=1[F:23])(=O)C.[Na]. Product: [F:23][C:6]1[CH:7]=[C:8]([C:11]2[S:12][C:13]3[CH2:14][N:15]([C:20](=[O:22])[CH3:21])[CH2:16][CH2:17][C:18]=3[N:19]=2)[CH:9]=[CH:10][C:5]=1[OH:4]. The catalyst class is: 5. (5) Reactant: [OH:1][CH2:2][C:3]1[N:8]=[CH:7][C:6]([C:9]([O:11][CH3:12])=[O:10])=[CH:5][CH:4]=1.[C:26]1(P([C:26]2[CH:31]=[CH:30][CH:29]=[CH:28][CH:27]=2)[C:26]2[CH:31]=[CH:30][CH:29]=[CH:28][CH:27]=2)[CH:31]=[CH:30][CH:29]=[CH:28][CH:27]=1.C[CH:33]([O:35][C:36](/N=N/[C:36]([O:35][CH:33](C)C)=[O:37])=[O:37])C. Product: [CH3:33][O:35][C:36]([C:26]1[CH:27]=[CH:28][CH:29]=[CH:30][C:31]=1[O:1][CH2:2][C:3]1[N:8]=[CH:7][C:6]([C:9]([O:11][CH3:12])=[O:10])=[CH:5][CH:4]=1)=[O:37]. The catalyst class is: 1. (6) Reactant: Br[C:2]1[CH:3]=[C:4]([NH2:17])[C:5]([N:8]([CH2:13][CH:14]([CH3:16])[CH3:15])[CH2:9][CH:10]([CH3:12])[CH3:11])=[CH:6][CH:7]=1.[CH3:18][C:19]1([CH3:33])[CH2:24][O:23][B:22]([B:22]2[O:23][CH2:24][C:19]([CH3:33])([CH3:18])[CH2:20][O:21]2)[O:21][CH2:20]1.C([O-])(=O)C.[K+]. Product: [CH3:18][C:19]1([CH3:33])[CH2:24][O:23][B:22]([C:2]2[CH:3]=[C:4]([NH2:17])[C:5]([N:8]([CH2:13][CH:14]([CH3:16])[CH3:15])[CH2:9][CH:10]([CH3:12])[CH3:11])=[CH:6][CH:7]=2)[O:21][CH2:20]1. The catalyst class is: 16. (7) Reactant: [OH:1][C:2]1[CH:24]=[CH:23][C:5]([O:6][C:7]2[S:8][C:9]([C:20]([NH2:22])=[O:21])=[C:10]3[C:18]=2[C:17]2[N:16]([CH3:19])[N:15]=[CH:14][C:13]=2[CH2:12][CH2:11]3)=[CH:4][CH:3]=1.[H-].[Na+].[Cl:27][C:28]1[CH:35]=[CH:34][C:31]([CH2:32]Cl)=[CH:30][CH:29]=1.C(O)(=O)CC(CC(O)=O)(C(O)=O)O. Product: [Cl:27][C:28]1[CH:35]=[CH:34][C:31]([CH2:32][O:1][C:2]2[CH:3]=[CH:4][C:5]([O:6][C:7]3[S:8][C:9]([C:20]([NH2:22])=[O:21])=[C:10]4[C:18]=3[C:17]3[N:16]([CH3:19])[N:15]=[CH:14][C:13]=3[CH2:12][CH2:11]4)=[CH:23][CH:24]=2)=[CH:30][CH:29]=1. The catalyst class is: 3.